This data is from Reaction yield outcomes from USPTO patents with 853,638 reactions. The task is: Predict the reaction yield, written as a fraction of the theoretical maximum amount of product (1.0 means a 100% yield; for example, 0.34 means a 34% yield). (1) The reactants are [I-:1].[Na+].Cl[C:4]1[CH:9]=[C:8](Cl)[N:7]=[C:6]([S:11][C:12]2[CH:17]=[CH:16][C:15]([NH:18][C:19](=[O:22])[CH2:20][CH3:21])=[CH:14][CH:13]=2)[N:5]=1.[IH:23]. No catalyst specified. The product is [I:1][C:4]1[CH:9]=[C:8]([I:23])[N:7]=[C:6]([S:11][C:12]2[CH:17]=[CH:16][C:15]([NH:18][C:19](=[O:22])[CH2:20][CH3:21])=[CH:14][CH:13]=2)[N:5]=1. The yield is 0.780. (2) The reactants are [CH2:1]([NH2:6])[CH2:2][CH2:3][CH2:4][CH3:5].[CH2:7]([N:15]=[C:16]=[O:17])[CH2:8][CH2:9][CH2:10][CH2:11][CH2:12][CH2:13][CH3:14]. The catalyst is CCCCCC. The product is [CH2:7]([NH:15][C:16]([NH:6][CH2:1][CH2:2][CH2:3][CH2:4][CH3:5])=[O:17])[CH2:8][CH2:9][CH2:10][CH2:11][CH2:12][CH2:13][CH3:14]. The yield is 0.970. (3) The reactants are [F:1][C:2]([F:12])([F:11])[C:3]1[CH:9]=[C:8]([Br:10])[CH:7]=[CH:6][C:4]=1[NH2:5].[C:13](OC(=O)C)(=[O:15])[CH3:14]. The catalyst is O1CCCC1. The product is [Br:10][C:8]1[CH:7]=[CH:6][C:4]([NH:5][C:13](=[O:15])[CH3:14])=[C:3]([C:2]([F:1])([F:11])[F:12])[CH:9]=1. The yield is 0.900. (4) The catalyst is C1COCC1. The product is [CH2:9]([NH:11][C:12]([NH:1][C:2]1[CH:7]=[CH:6][C:5]([NH2:8])=[CH:4][CH:3]=1)=[O:13])[CH3:10]. The yield is 0.620. The reactants are [NH2:1][C:2]1[CH:7]=[CH:6][C:5]([NH2:8])=[CH:4][CH:3]=1.[CH2:9]([N:11]=[C:12]=[O:13])[CH3:10].C(=O)([O-])[O-].[K+].[K+].